From a dataset of Full USPTO retrosynthesis dataset with 1.9M reactions from patents (1976-2016). Predict the reactants needed to synthesize the given product. (1) Given the product [CH2:1]([C:3]1[CH:4]=[C:5]([CH:10]=[CH:11][C:12]=1[N:13]([CH3:24])[C:14]1[N:19]=[CH:18][C:17]2[N:20]=[CH:21][N:22]([CH3:23])[C:16]=2[CH:15]=1)[C:6]([OH:8])=[O:7])[CH3:2], predict the reactants needed to synthesize it. The reactants are: [CH2:1]([C:3]1[CH:4]=[C:5]([CH:10]=[CH:11][C:12]=1[N:13]([CH3:24])[C:14]1[N:19]=[CH:18][C:17]2[N:20]=[CH:21][N:22]([CH3:23])[C:16]=2[CH:15]=1)[C:6]([O:8]C)=[O:7])[CH3:2].[OH-].[Na+]. (2) Given the product [OH:13][NH:2][CH:3]=[N:4][C:5]1[CH:10]=[N:9][CH:8]=[CH:7][N:6]=1, predict the reactants needed to synthesize it. The reactants are: C[N:2](C)[CH:3]=[N:4][C:5]1[CH:10]=[N:9][CH:8]=[CH:7][N:6]=1.N[OH:13].